Dataset: Forward reaction prediction with 1.9M reactions from USPTO patents (1976-2016). Task: Predict the product of the given reaction. (1) Given the reactants C(N(CC)CC)C.[NH2:8][C@@:9]([C@H:18]1[CH2:22][O:21][CH2:20][C@H:19]1[OH:23])([C:11]1[CH:16]=[CH:15][CH:14]=[CH:13][C:12]=1[F:17])[CH3:10].[C:24]([Si:28]([CH3:31])([CH3:30])Cl)([CH3:27])([CH3:26])[CH3:25], predict the reaction product. The product is: [C:24]([Si:28]([CH3:31])([CH3:30])[O:23][C@@H:19]1[CH2:20][O:21][CH2:22][C@@H:18]1[C@:9]([NH2:8])([C:11]1[CH:16]=[CH:15][CH:14]=[CH:13][C:12]=1[F:17])[CH3:10])([CH3:27])([CH3:26])[CH3:25]. (2) Given the reactants [Cl:1][C:2]1[CH:10]=[C:9]2[C:5]([CH2:6][N:7]([CH3:12])[C:8]2=[O:11])=[CH:4][C:3]=1[N+:13]([O-])=O.O.O.Cl[Sn]Cl.C(Cl)Cl.[OH-].[Na+], predict the reaction product. The product is: [NH2:13][C:3]1[CH:4]=[C:5]2[C:9](=[CH:10][C:2]=1[Cl:1])[C:8](=[O:11])[N:7]([CH3:12])[CH2:6]2. (3) The product is: [CH3:1][O:2][C:3]([C@H:5]1[C@H:9]([C:10]2[CH:15]=[CH:14][C:13]([Cl:16])=[CH:12][CH:11]=2)[CH2:8][N:7]([CH2:17][C:18]2[CH:19]=[CH:20][CH:21]=[CH:22][CH:23]=2)[CH2:6]1)=[O:4]. Given the reactants [CH3:1][O:2][C:3]([C@@H:5]1[C@H:9]([C:10]2[CH:15]=[CH:14][C:13]([Cl:16])=[CH:12][CH:11]=2)[CH2:8][N:7]([CH2:17][C:18]2[CH:23]=[CH:22][CH:21]=[CH:20][CH:19]=2)[CH2:6]1)=[O:4].C[O-].[Na+].S(=O)(=O)(O)O.C(=O)([O-])[O-].[Na+].[Na+], predict the reaction product. (4) Given the reactants [CH3:1][C:2]1[CH:3]=[CH:4][C:5]([N+:11]([O-:13])=[O:12])=[C:6]2[C:10]=1[NH:9][N:8]=[CH:7]2.[CH3:14][C:15]1[C:16]([N+:24]([O-:26])=[O:25])=[CH:17][CH:18]=[C:19]2[C:23]=1[NH:22][N:21]=[CH:20]2.[CH3:27][C:28]([O:31][C:32](O[C:35]([O:37][C:38]([CH3:41])([CH3:40])[CH3:39])=[O:36])=[O:33])([CH3:30])[CH3:29].C(N(CC)CC)C, predict the reaction product. The product is: [CH3:14][C:15]1[C:23]2[C:19](=[CH:20][N:21]([C:32]([O:31][C:28]([CH3:30])([CH3:29])[CH3:27])=[O:33])[N:22]=2)[CH:18]=[CH:17][C:16]=1[N+:24]([O-:26])=[O:25].[CH3:1][C:2]1[C:10]2[C:6](=[CH:7][N:8]([C:35]([O:37][C:38]([CH3:39])([CH3:40])[CH3:41])=[O:36])[N:9]=2)[C:5]([N+:11]([O-:13])=[O:12])=[CH:4][CH:3]=1.